Dataset: Full USPTO retrosynthesis dataset with 1.9M reactions from patents (1976-2016). Task: Predict the reactants needed to synthesize the given product. Given the product [NH:1]1[C:7]2[CH:8]=[CH:9][CH:10]=[CH:11][C:6]=2[CH:5]=[CH:4][CH:3]=[N:2]1, predict the reactants needed to synthesize it. The reactants are: [N:1]1[NH:2][C:3](=O)[C:4](=O)[CH:5]=[C:6]2[CH:11]=[CH:10][CH:9]=[CH:8][C:7]=12.P(Cl)(Cl)(Cl)=O.